From a dataset of Reaction yield outcomes from USPTO patents with 853,638 reactions. Predict the reaction yield, written as a fraction of the theoretical maximum amount of product (1.0 means a 100% yield; for example, 0.34 means a 34% yield). (1) The yield is 0.710. The reactants are [C:1]([OH:12])(=[O:11])[CH2:2][CH2:3][CH2:4][CH2:5][CH2:6][CH2:7][C:8]([OH:10])=[O:9].C(N(C(C)C)CCC(C1C=C(COC(=O)CCC=C)C=CC=1OC(=O)CCC=C)C1C=CC=CC=1)(C)C. The product is [C:1]([OH:12])(=[O:11])[CH2:2][CH2:3][CH:4]=[CH:5][CH2:6][CH2:7][C:8]([OH:10])=[O:9]. The catalyst is ClCCl. (2) The reactants are [Cl-].[F:2][C:3]1[CH:28]=[CH:27][C:6]([CH2:7]P(C2C=CC=CC=2)(C2C=CC=CC=2)C2C=CC=CC=2)=[CH:5][CH:4]=1.[H-].[Na+].[N:31]1([CH2:36][C:37]([N:39]2[CH2:43][C:42](=O)[CH2:41][C@H:40]2[C:45]([NH:47][C:48]2[CH:53]=[CH:52][C:51]([O:54][C:55]3[CH:60]=[CH:59][C:58]([F:61])=[CH:57][CH:56]=3)=[CH:50][CH:49]=2)=[O:46])=[O:38])[CH:35]=[N:34][CH:33]=[N:32]1. The catalyst is CS(C)=O. The product is [N:31]1([CH2:36][C:37]([N:39]2[CH2:43][C:42](=[CH:7][C:6]3[CH:5]=[CH:4][C:3]([F:2])=[CH:28][CH:27]=3)[CH2:41][C@H:40]2[C:45]([NH:47][C:48]2[CH:53]=[CH:52][C:51]([O:54][C:55]3[CH:56]=[CH:57][C:58]([F:61])=[CH:59][CH:60]=3)=[CH:50][CH:49]=2)=[O:46])=[O:38])[CH:35]=[N:34][CH:33]=[N:32]1. The yield is 0.110.